Task: Predict which catalyst facilitates the given reaction.. Dataset: Catalyst prediction with 721,799 reactions and 888 catalyst types from USPTO (1) Reactant: [F:1][C:2]1([F:33])[CH2:8][N:7]([CH:9]2[CH2:13][CH2:12][C@@H:11]([CH3:14])[CH2:10]2)[C:6]2[N:15]=[C:16]([NH:19][C:20]3[CH:28]=[CH:27][C:23]([C:24]([OH:26])=O)=[CH:22][C:21]=3[O:29][CH3:30])[N:17]=[CH:18][C:5]=2[N:4]([CH3:31])[C:3]1=[O:32].[CH3:34][N:35]1[CH2:40][CH2:39][CH:38]([NH2:41])[CH2:37][CH2:36]1.CCN(C(C)C)C(C)C.CN(C(ON1N=NC2C=CC=NC1=2)=[N+](C)C)C.F[P-](F)(F)(F)(F)F. Product: [F:33][C:2]1([F:1])[CH2:8][N:7]([CH:9]2[CH2:13][CH2:12][C@@H:11]([CH3:14])[CH2:10]2)[C:6]2[N:15]=[C:16]([NH:19][C:20]3[CH:28]=[CH:27][C:23]([C:24]([NH:41][CH:38]4[CH2:39][CH2:40][N:35]([CH3:34])[CH2:36][CH2:37]4)=[O:26])=[CH:22][C:21]=3[O:29][CH3:30])[N:17]=[CH:18][C:5]=2[N:4]([CH3:31])[C:3]1=[O:32]. The catalyst class is: 39. (2) The catalyst class is: 1. Reactant: [BH4-].[Li+].Cl[Si](C)(C)C.[Br:8][C:9]1[CH:14]=[C:13]([Cl:15])[CH:12]=[CH:11][C:10]=1[CH:16]=[CH:17][N+:18]([O-])=O. Product: [Br:8][C:9]1[CH:14]=[C:13]([Cl:15])[CH:12]=[CH:11][C:10]=1[CH2:16][CH2:17][NH2:18].